This data is from Reaction yield outcomes from USPTO patents with 853,638 reactions. The task is: Predict the reaction yield, written as a fraction of the theoretical maximum amount of product (1.0 means a 100% yield; for example, 0.34 means a 34% yield). The reactants are [NH2:1][C:2]1[CH:10]=[CH:9][CH:8]=[CH:7][C:3]=1[C:4]([OH:6])=O.[C:11]([O:15][C:16]([N:18]1[CH2:23][CH2:22][CH2:21][C@@H:20]([NH2:24])[CH2:19]1)=[O:17])([CH3:14])([CH3:13])[CH3:12].[CH:25](OCC)(OCC)OCC. The catalyst is C1COCC1.O. The product is [O:6]=[C:4]1[C:3]2[C:2](=[CH:10][CH:9]=[CH:8][CH:7]=2)[N:1]=[CH:25][N:24]1[C@@H:20]1[CH2:21][CH2:22][CH2:23][N:18]([C:16]([O:15][C:11]([CH3:14])([CH3:12])[CH3:13])=[O:17])[CH2:19]1. The yield is 0.420.